This data is from Peptide-MHC class I binding affinity with 185,985 pairs from IEDB/IMGT. The task is: Regression. Given a peptide amino acid sequence and an MHC pseudo amino acid sequence, predict their binding affinity value. This is MHC class I binding data. (1) The binding affinity (normalized) is 0.213. The peptide sequence is QRASNVFDL. The MHC is HLA-A03:01 with pseudo-sequence HLA-A03:01. (2) The peptide sequence is LVTMGTGTFGR. The MHC is HLA-B35:01 with pseudo-sequence HLA-B35:01. The binding affinity (normalized) is 0.364. (3) The peptide sequence is ISDSNPYLTQW. The MHC is Mamu-B17 with pseudo-sequence Mamu-B17. The binding affinity (normalized) is 0.